This data is from Forward reaction prediction with 1.9M reactions from USPTO patents (1976-2016). The task is: Predict the product of the given reaction. (1) Given the reactants C([N-]C(C)C)(C)C.[Li+].[C:9]1([S:15]([N:18]2[C:22]3=[CH:23][N:24]=[CH:25][CH:26]=[C:21]3[CH:20]=[CH:19]2)(=[O:17])=[O:16])[CH:14]=[CH:13][CH:12]=[CH:11][CH:10]=1.CN(C)CCN(C)C.[CH:35](=[O:42])[C:36]1[CH:41]=[CH:40][CH:39]=[CH:38][CH:37]=1, predict the reaction product. The product is: [C:36]1([CH:35]([C:19]2[N:18]([S:15]([C:9]3[CH:14]=[CH:13][CH:12]=[CH:11][CH:10]=3)(=[O:17])=[O:16])[C:22]3=[CH:23][N:24]=[CH:25][CH:26]=[C:21]3[CH:20]=2)[OH:42])[CH:41]=[CH:40][CH:39]=[CH:38][CH:37]=1. (2) Given the reactants C1(C)C=CC=CC=1.Br[C:9]1[CH:18]=[CH:17][C:12]([C:13]([O:15][CH3:16])=[O:14])=[C:11]([NH:19][C:20]2[CH:25]=[CH:24][C:23]([F:26])=[CH:22][CH:21]=2)[CH:10]=1.[S:27]1[CH:31]=[CH:30][CH:29]=[C:28]1B(O)O.C(=O)([O-])[O-].[Na+].[Na+], predict the reaction product. The product is: [F:26][C:23]1[CH:24]=[CH:25][C:20]([NH:19][C:11]2[CH:10]=[C:9]([C:28]3[S:27][CH:31]=[CH:30][CH:29]=3)[CH:18]=[CH:17][C:12]=2[C:13]([O:15][CH3:16])=[O:14])=[CH:21][CH:22]=1. (3) Given the reactants [CH2:1]([N:8]1[C:16]2[C:11](=[N:12][C:13](Cl)=[CH:14][CH:15]=2)[CH:10]=[C:9]1[C:18]1[S:19][CH:20]=[CH:21][CH:22]=1)[C:2]1[CH:7]=[CH:6][CH:5]=[CH:4][CH:3]=1.[NH:23]([C:32]([O:34][C:35]([CH3:38])([CH3:37])[CH3:36])=[O:33])[NH:24][C:25]([O:27][C:28]([CH3:31])([CH3:30])[CH3:29])=[O:26].C([O-])([O-])=O.[Cs+].[Cs+], predict the reaction product. The product is: [CH2:1]([N:8]1[C:16]2[C:11](=[N:12][C:13]([N:23]([C:32]([O:34][C:35]([CH3:38])([CH3:37])[CH3:36])=[O:33])[NH:24][C:25]([O:27][C:28]([CH3:29])([CH3:30])[CH3:31])=[O:26])=[CH:14][CH:15]=2)[CH:10]=[C:9]1[C:18]1[S:19][CH:20]=[CH:21][CH:22]=1)[C:2]1[CH:7]=[CH:6][CH:5]=[CH:4][CH:3]=1. (4) Given the reactants [C:1]([O:9]CC)(=O)[CH2:2][C:3]([O:5][CH2:6][CH3:7])=[O:4].[CH2:12]([N:19]1[C:24]2[N:25]=[CH:26][CH:27]=[CH:28][C:23]=2[C:22](=O)[O:21]C1=O)[C:13]1[CH:18]=[CH:17][CH:16]=[CH:15][CH:14]=1, predict the reaction product. The product is: [CH2:6]([O:5][C:3]([C:2]1[C:1](=[O:9])[N:19]([CH2:12][C:13]2[CH:18]=[CH:17][CH:16]=[CH:15][CH:14]=2)[C:24]2[C:23]([C:22]=1[OH:21])=[CH:28][CH:27]=[CH:26][N:25]=2)=[O:4])[CH3:7]. (5) Given the reactants [N+:1]([C:4]1[CH:5]=[CH:6][C:7]([O:25][CH2:26][C:27]2[CH:31]=[CH:30][O:29][CH:28]=2)=[C:8]([C:10]2[O:11][C:12]3[CH:18]=[CH:17][C:16]([C:19]4[CH:24]=[CH:23][CH:22]=[CH:21][CH:20]=4)=[CH:15][C:13]=3[N:14]=2)[CH:9]=1)([O-])=O, predict the reaction product. The product is: [NH2:1][C:4]1[CH:5]=[CH:6][C:7]([O:25][CH2:26][C:27]2[CH:31]=[CH:30][O:29][CH:28]=2)=[C:8]([C:10]2[O:11][C:12]3[CH:18]=[CH:17][C:16]([C:19]4[CH:20]=[CH:21][CH:22]=[CH:23][CH:24]=4)=[CH:15][C:13]=3[N:14]=2)[CH:9]=1. (6) Given the reactants [CH3:1][NH:2][C:3]([C@H:5]1[CH2:9][CH2:8][C@H:7]([NH:10][C:11](=[O:17])[O:12][C:13]([CH3:16])([CH3:15])[CH3:14])[CH2:6]1)=S.[C:18]1([CH2:24][C:25]([NH:27][NH2:28])=O)[CH:23]=[CH:22][CH:21]=[CH:20][CH:19]=1.C([O-])(=O)C, predict the reaction product. The product is: [CH2:24]([C:25]1[N:2]([CH3:1])[C:3]([C@H:5]2[CH2:9][CH2:8][C@H:7]([NH:10][C:11](=[O:17])[O:12][C:13]([CH3:14])([CH3:15])[CH3:16])[CH2:6]2)=[N:28][N:27]=1)[C:18]1[CH:23]=[CH:22][CH:21]=[CH:20][CH:19]=1. (7) Given the reactants [CH2:1]([N:3]1[CH2:8][C:7]([CH3:10])([CH3:9])[O:6][C:5](=[O:11])[CH:4]1[CH2:12][C:13]([OH:15])=O)[CH3:2].C(N(C(C)C)CC)(C)C.CN(C(ON1N=NC2C=CC=NC1=2)=[N+](C)C)C.F[P-](F)(F)(F)(F)F.[CH:49]1([NH2:55])[CH2:54][CH2:53][CH2:52][CH2:51][CH2:50]1, predict the reaction product. The product is: [CH:49]1([NH:55][C:13](=[O:15])[CH2:12][CH:4]2[C:5](=[O:11])[O:6][C:7]([CH3:9])([CH3:10])[CH2:8][N:3]2[CH2:1][CH3:2])[CH2:54][CH2:53][CH2:52][CH2:51][CH2:50]1.